Predict the reactants needed to synthesize the given product. From a dataset of Full USPTO retrosynthesis dataset with 1.9M reactions from patents (1976-2016). (1) The reactants are: Cl.[CH3:2][N:3]([CH3:12])[CH2:4][CH2:5][CH2:6]N=C=NCC.[C:13]([O:17][C:18]([N:20]([C@H:22]([CH2:26][C:27]1[CH:36]=[CH:35][C:34]2[C:29](=[CH:30][CH:31]=[CH:32][CH:33]=2)[CH:28]=1)[C:23](O)=[O:24])[CH3:21])=[O:19])([CH3:16])([CH3:15])[CH3:14].ON1C2N=CC=CC=2N=N1.CN([CH2:50][C@@H:51]1CCC[N:52]1[C:56](=[O:67])[C@H:57]([NH:65][CH3:66])[CH2:58][C:59]1[CH:64]=[CH:63][CH:62]=[CH:61][CH:60]=1)C.C(N(C(C)C)C(C)C)C. Given the product [C:13]([O:17][C:18](=[O:19])[N:20]([C@@H:22]([C:23](=[O:24])[N:65]([C@H:57]([CH2:58][C:59]1[CH:60]=[CH:61][CH:62]=[CH:63][CH:64]=1)[C:56]([N:52]1[CH2:51][CH2:50][CH2:6][C@H:5]1[CH2:4][N:3]([CH3:2])[CH3:12])=[O:67])[CH3:66])[CH2:26][C:27]1[CH:36]=[CH:35][C:34]2[C:29](=[CH:30][CH:31]=[CH:32][CH:33]=2)[CH:28]=1)[CH3:21])([CH3:14])([CH3:15])[CH3:16], predict the reactants needed to synthesize it. (2) Given the product [Cl:1][C:2]1[CH:3]=[C:4]([NH:9][C:10]([NH:13][CH2:14][C:15]2[CH:16]=[C:17]3[C:21](=[CH:22][CH:23]=2)[C:20](=[O:24])[N:19]([CH:25]2[CH2:30][CH2:29][C:28](=[O:31])[NH:27][C:26]2=[O:32])[CH2:18]3)=[O:11])[CH:5]=[CH:6][C:7]=1[Cl:8], predict the reactants needed to synthesize it. The reactants are: [Cl:1][C:2]1[CH:3]=[C:4]([N:9]=[C:10]=[O:11])[CH:5]=[CH:6][C:7]=1[Cl:8].Cl.[NH2:13][CH2:14][C:15]1[CH:16]=[C:17]2[C:21](=[CH:22][CH:23]=1)[C:20](=[O:24])[N:19]([CH:25]1[CH2:30][CH2:29][C:28](=[O:31])[NH:27][C:26]1=[O:32])[CH2:18]2.C(N(CC)CC)C.O. (3) Given the product [CH2:13]([O:6][C:5]1[CH:4]=[C:3]([CH:11]=[CH:10][C:7]=1[O:8][CH3:9])[CH:2]=[O:1])[CH:14]([CH3:16])[CH3:15], predict the reactants needed to synthesize it. The reactants are: [O:1]=[CH:2][C:3]1[CH:11]=[CH:10][C:7]([O:8][CH3:9])=[C:5]([OH:6])[CH:4]=1.Br[CH2:13][CH:14]([CH3:16])[CH3:15]. (4) The reactants are: CS(Cl)(=O)=O.[C:6]([O:10][C:11]([NH:13][C:14]1[CH:19]=[CH:18][CH:17]=[CH:16][C:15]=1[NH:20][C:21](=[O:30])[C:22]1[CH:27]=[CH:26][C:25]([CH2:28]O)=[CH:24][CH:23]=1)=[O:12])([CH3:9])([CH3:8])[CH3:7].C(N(CC)CC)C.[NH2:38][CH2:39][CH2:40][CH2:41][N:42]1[CH2:47][CH2:46][N:45]([CH3:48])[CH2:44][CH2:43]1. Given the product [C:6]([O:10][C:11]([NH:13][C:14]1[CH:19]=[CH:18][CH:17]=[CH:16][C:15]=1[NH:20][C:21](=[O:30])[C:22]1[CH:23]=[CH:24][C:25]([CH2:28][NH:38][CH2:39][CH2:40][CH2:41][N:42]2[CH2:43][CH2:44][N:45]([CH3:48])[CH2:46][CH2:47]2)=[CH:26][CH:27]=1)=[O:12])([CH3:8])([CH3:7])[CH3:9], predict the reactants needed to synthesize it. (5) Given the product [C:29]([O:32][CH2:28][C:22]1[N:13]=[C:11](/[CH:10]=[CH:9]/[C:6]2[CH:5]=[CH:4][C:3]([C:2]([F:14])([F:15])[F:1])=[CH:8][CH:7]=2)[O:12][CH:27]=1)(=[O:31])[CH3:30], predict the reactants needed to synthesize it. The reactants are: [F:1][C:2]([F:15])([F:14])[C:3]1[CH:8]=[CH:7][C:6](/[CH:9]=[CH:10]/[C:11]([NH2:13])=[O:12])=[CH:5][CH:4]=1.ClCC(CCl)=O.[C:22]1([CH3:28])[CH:27]=CC=CC=1.[C:29]([O-:32])(=[O:31])[CH3:30].[Na+]. (6) The reactants are: C([O:8][C:9]([C@H:11]1[CH2:15][CH2:14][CH2:13][N:12]1[CH2:16][C:17]1[S:21][C:20]([NH:22][C:23]([N:25]([CH:32]2[CH2:37][CH2:36][CH2:35][CH2:34][CH2:33]2)[CH:26]2[CH2:31][CH2:30][CH2:29][CH2:28][CH2:27]2)=[O:24])=[N:19][CH:18]=1)=[O:10])C1C=CC=CC=1. Given the product [CH:32]1([N:25]([CH:26]2[CH2:31][CH2:30][CH2:29][CH2:28][CH2:27]2)[C:23](=[O:24])[NH:22][C:20]2[S:21][C:17]([CH2:16][N:12]3[CH2:13][CH2:14][CH2:15][C@@H:11]3[C:9]([OH:10])=[O:8])=[CH:18][N:19]=2)[CH2:33][CH2:34][CH2:35][CH2:36][CH2:37]1, predict the reactants needed to synthesize it.